This data is from Full USPTO retrosynthesis dataset with 1.9M reactions from patents (1976-2016). The task is: Predict the reactants needed to synthesize the given product. (1) Given the product [Cl:1][C:2]1[CH:3]=[C:4]([CH2:8][CH:9]([CH3:16])[CH2:10][C:11]([OH:13])=[O:12])[CH:5]=[CH:6][CH:7]=1, predict the reactants needed to synthesize it. The reactants are: [Cl:1][C:2]1[CH:3]=[C:4]([CH2:8][CH:9]([CH3:16])[CH2:10][C:11]([O:13]CC)=[O:12])[CH:5]=[CH:6][CH:7]=1.[OH-].[Na+]. (2) Given the product [Br:1][C:2]1[CH:3]=[C:4]2[C:5]([CH2:6][C:27]3([CH:14]4[CH:15]([CH3:20])[O:16][CH:17]([CH3:19])[CH2:18][N:13]42)[C:25](=[O:26])[NH:24][C:22](=[O:23])[NH:21][C:28]3=[O:29])=[CH:8][C:9]=1[N+:10]([O-:12])=[O:11], predict the reactants needed to synthesize it. The reactants are: [Br:1][C:2]1[C:9]([N+:10]([O-:12])=[O:11])=[CH:8][C:5]([CH:6]=O)=[C:4]([N:13]2[CH2:18][CH:17]([CH3:19])[O:16][CH:15]([CH3:20])[CH2:14]2)[CH:3]=1.[NH:21]1[C:28](=[O:29])[CH2:27][C:25](=[O:26])[NH:24][C:22]1=[O:23]. (3) Given the product [F:1][C:2]1[CH:3]=[C:4]([CH:22]=[CH:23][C:24]=1[F:25])[CH2:5][O:6][C:7]1[CH:20]=[C:11]2[N:12]([CH2:16][C:17]([N:30]3[CH2:31][CH2:32][C:27]([F:33])([F:26])[CH2:28][CH2:29]3)=[O:19])[CH2:13][CH2:14][CH2:15][N:10]2[C:9](=[O:21])[N:8]=1, predict the reactants needed to synthesize it. The reactants are: [F:1][C:2]1[CH:3]=[C:4]([CH:22]=[CH:23][C:24]=1[F:25])[CH2:5][O:6][C:7]1[CH:20]=[C:11]2[N:12]([CH2:16][C:17]([OH:19])=O)[CH2:13][CH2:14][CH2:15][N:10]2[C:9](=[O:21])[N:8]=1.[F:26][C:27]1([F:33])[CH2:32][CH2:31][NH:30][CH2:29][CH2:28]1. (4) Given the product [CH2:18]([N:10]1[C:11]2[CH:16]=[CH:15][N:14]=[CH:13][C:12]=2[N:17]=[C:9]1[C:4]1[C:5]([NH2:8])=[N:6][CH:7]=[C:2]([C:20]2[CH:25]=[CH:24][CH:23]=[CH:22][CH:21]=2)[N:3]=1)[CH3:19], predict the reactants needed to synthesize it. The reactants are: Br[C:2]1[N:3]=[C:4]([C:9]2[N:10]([CH2:18][CH3:19])[C:11]3[CH:16]=[CH:15][N:14]=[CH:13][C:12]=3[N:17]=2)[C:5]([NH2:8])=[N:6][CH:7]=1.[C:20]1(B(O)O)[CH:25]=[CH:24][CH:23]=[CH:22][CH:21]=1.C(=O)([O-])[O-].[K+].[K+].C(#N)C. (5) Given the product [F:1][C:2]1[CH:7]=[CH:6][C:5]([N+:18]([O-:20])=[O:19])=[C:4]([O:8][C:9]([F:10])([F:11])[F:12])[CH:3]=1, predict the reactants needed to synthesize it. The reactants are: [F:1][C:2]1[CH:7]=[CH:6][CH:5]=[C:4]([O:8][C:9]([F:12])([F:11])[F:10])[CH:3]=1.S(=O)(=O)(O)O.[N+:18]([O-])([OH:20])=[O:19]. (6) Given the product [CH3:22][O:11][C:10](=[O:12])[C@@H:9]([NH:8][C:6]([O:5][C:1]([CH3:4])([CH3:2])[CH3:3])=[O:7])[CH2:13][C:14]1[CH:15]=[C:16]([F:21])[CH:17]=[C:18]([F:20])[CH:19]=1, predict the reactants needed to synthesize it. The reactants are: [C:1]([O:5][C:6]([NH:8][C@@H:9]([CH2:13][C:14]1[CH:19]=[C:18]([F:20])[CH:17]=[C:16]([F:21])[CH:15]=1)[C:10]([OH:12])=[O:11])=[O:7])([CH3:4])([CH3:3])[CH3:2].[C:22](=O)([O-])[O-].[K+].[K+].S(OC)(OC)(=O)=O. (7) Given the product [CH2:11]([O:18][CH2:19][C@@H:20]1[CH2:25][N:24]([CH:1]=[O:3])[CH2:23][CH2:22][N:21]1[C:26]1[N:31]=[CH:30][C:29]([N:32]([CH3:52])[C:33](=[O:51])[C:34]([C:37]2[CH:42]=[C:41]([C:43]([F:44])([F:45])[F:46])[CH:40]=[C:39]([C:47]([F:50])([F:49])[F:48])[CH:38]=2)([CH3:35])[CH3:36])=[C:28]([C:53]2[CH:58]=[CH:57][C:56]([F:59])=[CH:55][C:54]=2[CH3:60])[CH:27]=1)[C:12]1[CH:13]=[CH:14][CH:15]=[CH:16][CH:17]=1, predict the reactants needed to synthesize it. The reactants are: [C:1](OC(=O)C)(=[O:3])C.C(O)=O.[CH2:11]([O:18][CH2:19][C@@H:20]1[CH2:25][NH:24][CH2:23][CH2:22][N:21]1[C:26]1[N:31]=[CH:30][C:29]([N:32]([CH3:52])[C:33](=[O:51])[C:34]([C:37]2[CH:42]=[C:41]([C:43]([F:46])([F:45])[F:44])[CH:40]=[C:39]([C:47]([F:50])([F:49])[F:48])[CH:38]=2)([CH3:36])[CH3:35])=[C:28]([C:53]2[CH:58]=[CH:57][C:56]([F:59])=[CH:55][C:54]=2[CH3:60])[CH:27]=1)[C:12]1[CH:17]=[CH:16][CH:15]=[CH:14][CH:13]=1.